This data is from Reaction yield outcomes from USPTO patents with 853,638 reactions. The task is: Predict the reaction yield, written as a fraction of the theoretical maximum amount of product (1.0 means a 100% yield; for example, 0.34 means a 34% yield). (1) The yield is 0.180. The product is [C:1]([O:5][C:6](=[O:7])[NH:8][C@@H:9]([C:13]1[CH:17]=[CH:16][S:15][CH:14]=1)[CH2:10][OH:11])([CH3:4])([CH3:2])[CH3:3]. The catalyst is C1COCC1. The reactants are [C:1]([O:5][C:6]([NH:8][C@@H:9]([C:13]1[CH:17]=[CH:16][S:15][CH:14]=1)[C:10](O)=[O:11])=[O:7])([CH3:4])([CH3:3])[CH3:2]. (2) The reactants are [NH2:1][CH:2]([CH2:16][C:17]1[CH:22]=[CH:21][CH:20]=[C:19]([O:23][C:24]([F:29])([F:28])[CH:25]([F:27])[F:26])[CH:18]=1)[CH:3]([C:5]1[N:6]=[C:7]([C:10]2[CH:15]=[CH:14][CH:13]=[CH:12][CH:11]=2)[S:8][CH:9]=1)[OH:4].[C:30]1([C:41](O)=[O:42])[CH:31]=[CH:32][CH:33]=[C:34]2[CH2:40][CH2:39][CH2:38][CH:37]=[CH:36][C:35]=12.O.ON1C2C=CC=CC=2N=N1.Cl.C(N=C=NCCCN(C)C)C. The catalyst is C(#N)C.C(OCC)(=O)C. The product is [OH:4][CH:3]([C:5]1[N:6]=[C:7]([C:10]2[CH:15]=[CH:14][CH:13]=[CH:12][CH:11]=2)[S:8][CH:9]=1)[CH:2]([NH:1][C:41]([C:30]1[CH:31]=[CH:32][CH:33]=[C:34]2[CH2:40][CH2:39][CH2:38][CH:37]=[CH:36][C:35]=12)=[O:42])[CH2:16][C:17]1[CH:22]=[CH:21][CH:20]=[C:19]([O:23][C:24]([F:28])([F:29])[CH:25]([F:26])[F:27])[CH:18]=1. The yield is 0.590.